Dataset: Full USPTO retrosynthesis dataset with 1.9M reactions from patents (1976-2016). Task: Predict the reactants needed to synthesize the given product. Given the product [C:36]([C@@H:10]1[CH2:11][CH2:12][N:8]([CH:7]([C:18]2[CH:23]=[CH:22][CH:21]=[CH:20][CH:19]=2)[C:1]2[CH:6]=[CH:5][CH:4]=[CH:3][CH:2]=2)[CH2:9]1)#[N:38], predict the reactants needed to synthesize it. The reactants are: [C:1]1([CH:7]([C:18]2[CH:23]=[CH:22][CH:21]=[CH:20][CH:19]=2)[N:8]2[CH2:12][CH2:11][C@H:10](OS(C)(=O)=O)[CH2:9]2)[CH:6]=[CH:5][CH:4]=[CH:3][CH:2]=1.C(=O)([O-])O.[Na+].C1(C)C=CC=CC=1.[C:36](#[N:38])C.